From a dataset of Forward reaction prediction with 1.9M reactions from USPTO patents (1976-2016). Predict the product of the given reaction. (1) Given the reactants [CH2:1]([N:8]1[CH2:13][CH:12]=[C:11]([C:14]2[CH:19]=[CH:18][CH:17]=[C:16](Br)[C:15]=2[CH2:21][CH3:22])[CH2:10][CH2:9]1)[C:2]1[CH:7]=[CH:6][CH:5]=[CH:4][CH:3]=1.[CH3:23][C:24]1([CH3:40])[C:28]([CH3:30])([CH3:29])[O:27][B:26]([B:26]2[O:27][C:28]([CH3:30])([CH3:29])[C:24]([CH3:40])([CH3:23])[O:25]2)[O:25]1.C([O-])(=O)C.[K+], predict the reaction product. The product is: [CH2:1]([N:8]1[CH2:13][CH:12]=[C:11]([C:14]2[CH:19]=[CH:18][CH:17]=[C:16]([B:26]3[O:27][C:28]([CH3:30])([CH3:29])[C:24]([CH3:40])([CH3:23])[O:25]3)[C:15]=2[CH2:21][CH3:22])[CH2:10][CH2:9]1)[C:2]1[CH:7]=[CH:6][CH:5]=[CH:4][CH:3]=1. (2) Given the reactants [CH3:1][O:2][C:3]1[CH:4]=[C:5]2[C:10](=[CH:11][C:12]=1[O:13][CH3:14])[N:9]=[CH:8][CH:7]=[C:6]2[O:15][C:16]1[CH:22]=[CH:21][C:19]([NH2:20])=[C:18]([O:23][CH3:24])[CH:17]=1.C(N(CC)CC)C.ClC(Cl)(O[C:36](=[O:42])OC(Cl)(Cl)Cl)Cl.[CH:44]([N:47]([CH:51]([CH3:53])[CH3:52])[CH2:48][CH2:49][NH2:50])([CH3:46])[CH3:45], predict the reaction product. The product is: [CH:44]([N:47]([CH:51]([CH3:53])[CH3:52])[CH2:48][CH2:49][NH:50][C:36]([NH:20][C:19]1[CH:21]=[CH:22][C:16]([O:15][C:6]2[C:5]3[C:10](=[CH:11][C:12]([O:13][CH3:14])=[C:3]([O:2][CH3:1])[CH:4]=3)[N:9]=[CH:8][CH:7]=2)=[CH:17][C:18]=1[O:23][CH3:24])=[O:42])([CH3:46])[CH3:45]. (3) Given the reactants [Cl:1][C:2]1[C:10]2[N:9]=[C:8]3[N:11]([C:15]4[CH:20]=[CH:19][C:18](Cl)=[CH:17][C:16]=4[Cl:22])[CH2:12][CH2:13][CH2:14][N:7]3[C:6]=2[C:5]([CH:23]([OH:26])[CH2:24][CH3:25])=[CH:4][CH:3]=1.[CH:27]1([C:30]([OH:32])=O)[CH2:29][CH2:28]1.C(N(CC)CC)C.Cl.C(N=C=NCCCN(C)C)C.[Cl-].[NH4+].[O:54]1CCC[CH2:55]1, predict the reaction product. The product is: [CH:27]1([C:30]([O:26][CH:23]([C:5]2[C:6]3[N:7]4[CH2:14][CH2:13][CH2:12][N:11]([C:15]5[CH:20]=[CH:19][C:18]([O:54][CH3:55])=[CH:17][C:16]=5[Cl:22])[C:8]4=[N:9][C:10]=3[C:2]([Cl:1])=[CH:3][CH:4]=2)[CH2:24][CH3:25])=[O:32])[CH2:29][CH2:28]1. (4) The product is: [NH2:8][C:9]1[CH:10]=[C:11]([C:15]([NH:17][N:18]2[C:22]3[CH:23]=[CH:24][C:25]([NH:27][C:28]([C:30]4[N:31]([CH3:43])[CH:32]=[C:33]([NH2:35])[CH:34]=4)=[O:29])=[CH:26][C:21]=3[N:20]=[CH:19]2)=[O:16])[N:12]([CH3:14])[CH:13]=1. Given the reactants C(OC([NH:8][C:9]1[CH:10]=[C:11]([C:15]([NH:17][N:18]2[C:22]3[CH:23]=[CH:24][C:25]([NH:27][C:28]([C:30]4[N:31]([CH3:43])[CH:32]=[C:33]([NH:35]C(OC(C)(C)C)=O)[CH:34]=4)=[O:29])=[CH:26][C:21]=3[N:20]=[CH:19]2)=[O:16])[N:12]([CH3:14])[CH:13]=1)=O)(C)(C)C, predict the reaction product. (5) Given the reactants [Br:1][C:2]1[C:11]2[C:6](=[CH:7][CH:8]=[C:9]([O:12]C)[N:10]=2)[N:5]=[CH:4][C:3]=1[C:14]([OH:16])=[O:15].Br.[OH-].[Na+], predict the reaction product. The product is: [Br:1][C:2]1[C:11]2[C:6](=[CH:7][CH:8]=[C:9]([OH:12])[N:10]=2)[N:5]=[CH:4][C:3]=1[C:14]([OH:16])=[O:15]. (6) Given the reactants Cl[C:2]1[CH:11]=[C:10]2[C:5]([C:6]([C:17]3[CH:22]=[CH:21][C:20]([F:23])=[CH:19][CH:18]=3)=[C:7]([C:14](=[O:16])[CH3:15])[C:8]([CH3:13])([CH3:12])[O:9]2)=[CH:4][CH:3]=1.[C:24](=[O:31])([O:26][C:27]([CH3:30])([CH3:29])[CH3:28])[NH2:25], predict the reaction product. The product is: [C:14]([C:7]1[C:8]([CH3:13])([CH3:12])[O:9][C:10]2[C:5]([C:6]=1[C:17]1[CH:22]=[CH:21][C:20]([F:23])=[CH:19][CH:18]=1)=[CH:4][CH:3]=[C:2]([NH:25][C:24](=[O:31])[O:26][C:27]([CH3:30])([CH3:29])[CH3:28])[CH:11]=2)(=[O:16])[CH3:15].